This data is from TCR-epitope binding with 47,182 pairs between 192 epitopes and 23,139 TCRs. The task is: Binary Classification. Given a T-cell receptor sequence (or CDR3 region) and an epitope sequence, predict whether binding occurs between them. (1) The epitope is IIKDYGKQM. The TCR CDR3 sequence is CASSDVLAGGSPYEQYF. Result: 0 (the TCR does not bind to the epitope). (2) The epitope is KLWAQCVQL. The TCR CDR3 sequence is CASSYHLSGSSDEQYF. Result: 0 (the TCR does not bind to the epitope). (3) The epitope is PROT_97E67BCC. The TCR CDR3 sequence is CASKPLVSTDTQYF. Result: 1 (the TCR binds to the epitope). (4) The epitope is YLNTLTLAV. The TCR CDR3 sequence is CASSLGVGNTQYF. Result: 1 (the TCR binds to the epitope). (5) The epitope is GVAMPNLYK. The TCR CDR3 sequence is CASSYASGVLDNEQFF. Result: 0 (the TCR does not bind to the epitope). (6) The epitope is KLNVGDYFV. The TCR CDR3 sequence is CASSPTGTSGGEQFF. Result: 1 (the TCR binds to the epitope). (7) The epitope is DRFYKTLRAEQASQEV. The TCR CDR3 sequence is CASSQGLPNEKLFF. Result: 0 (the TCR does not bind to the epitope). (8) The epitope is LLLGIGILV. The TCR CDR3 sequence is CASSQERWGGGNTIYF. Result: 0 (the TCR does not bind to the epitope).